This data is from Forward reaction prediction with 1.9M reactions from USPTO patents (1976-2016). The task is: Predict the product of the given reaction. (1) Given the reactants [NH2:1][C@@H:2]1[C@@H:7]([OH:8])[C@H:6]([CH2:9][C:10]2[CH:15]=[C:14]([O:16][C@@:17]([CH3:24])([O:22][CH3:23])[C:18]([F:21])([F:20])[F:19])[C:13]([NH2:25])=[C:12]([F:26])[CH:11]=2)[CH2:5][S@@:4](=[O:27])[CH2:3]1.[C:28]([C:32]1[CH:33]=[C:34]([CH:37]=[C:38]([O:40][CH3:41])[CH:39]=1)[CH:35]=O)([CH3:31])([CH3:30])[CH3:29], predict the reaction product. The product is: [NH2:25][C:13]1[C:14]([O:16][C@@:17]([CH3:24])([O:22][CH3:23])[C:18]([F:21])([F:19])[F:20])=[CH:15][C:10]([CH2:9][C@H:6]2[C@H:7]([OH:8])[C@@H:2]([NH:1][CH2:35][C:34]3[CH:37]=[C:38]([O:40][CH3:41])[CH:39]=[C:32]([C:28]([CH3:31])([CH3:30])[CH3:29])[CH:33]=3)[CH2:3][S@:4](=[O:27])[CH2:5]2)=[CH:11][C:12]=1[F:26]. (2) The product is: [Cl:13][C:14]1[CH:22]=[CH:21][C:17]([C:18]([N:4]2[CH2:3][CH2:2][N:1]([CH:7]3[CH:8]([OH:12])[CH2:9][N:10]([C:35]([C:30]4[CH:29]=[CH:31][C:14]([Cl:13])=[CH:15][CH:16]=4)=[O:36])[CH2:11]3)[CH2:6][CH2:5]2)=[O:19])=[CH:16][CH:15]=1. Given the reactants [N:1]1([CH:7]2[CH2:11][NH:10][CH2:9][CH:8]2[OH:12])[CH2:6][CH2:5][NH:4][CH2:3][CH2:2]1.[Cl:13][C:14]1[CH:22]=[CH:21][C:17]([C:18](Cl)=[O:19])=[CH:16][CH:15]=1.C(N([CH:29]([CH3:31])[CH3:30])CC)(C)C.CN([CH:35]=[O:36])C, predict the reaction product.